The task is: Regression/Classification. Given a drug SMILES string, predict its absorption, distribution, metabolism, or excretion properties. Task type varies by dataset: regression for continuous measurements (e.g., permeability, clearance, half-life) or binary classification for categorical outcomes (e.g., BBB penetration, CYP inhibition). Dataset: cyp2c19_veith.. This data is from CYP2C19 inhibition data for predicting drug metabolism from PubChem BioAssay. (1) The molecule is O=C(O)[C@H]1[C@@H]2C=C[C@H](O2)[C@@H]1C(=O)NCc1ccccn1. The result is 0 (non-inhibitor). (2) The compound is CCN(CC)CCc1nc(-c2ccccc2)no1.O=C(O)CC(O)(CC(=O)O)C(=O)O. The result is 0 (non-inhibitor). (3) The drug is CCC(C)(N=Cc1ccccc1)c1nnnn1-c1c(C)cccc1C. The result is 1 (inhibitor).